Predict the reactants needed to synthesize the given product. From a dataset of Full USPTO retrosynthesis dataset with 1.9M reactions from patents (1976-2016). (1) Given the product [C:16]([C:13]1[CH:14]=[C:15]2[C:10]([NH:9][CH:8]=[C:7]2[CH2:6][CH2:5][NH2:2])=[CH:11][CH:12]=1)#[N:17], predict the reactants needed to synthesize it. The reactants are: Cl.[N+:2]([CH2:5][CH2:6][C:7]1[C:15]2[C:10](=[CH:11][CH:12]=[C:13]([C:16]#[N:17])[CH:14]=2)[NH:9][CH:8]=1)([O-])=O.[OH-].[Na+]. (2) Given the product [CH2:1]([O:3][C:4]1[CH:5]=[C:6]([CH:9]=[CH:10][C:11]=1[O:12][CH2:14][CH:15]=[C:16]([CH3:18])[CH3:17])[CH:7]=[O:8])[CH3:2], predict the reactants needed to synthesize it. The reactants are: [CH2:1]([O:3][C:4]1[CH:5]=[C:6]([CH:9]=[CH:10][C:11]=1[OH:12])[CH:7]=[O:8])[CH3:2].Br[CH2:14][CH:15]=[C:16]([CH3:18])[CH3:17].C([O-])([O-])=O.[K+].[K+]. (3) Given the product [Br:5][C:6]1[CH:7]=[C:8]2[C:12](=[CH:13][CH:14]=1)[C:11](=[O:15])[NH:1][CH2:10][CH2:9]2, predict the reactants needed to synthesize it. The reactants are: [N-:1]=[N+]=[N-].[Na+].[Br:5][C:6]1[CH:7]=[C:8]2[C:12](=[CH:13][CH:14]=1)[C:11](=[O:15])[CH2:10][CH2:9]2.CS(O)(=O)=O.[OH-].[Na+]. (4) The reactants are: [Cl:1][C:2]1[CH:3]=[C:4]([NH2:9])[CH:5]=[C:6]([NH2:8])[CH:7]=1.C([Li])CCC.Cl[C:16]1[S:17][C:18]2[CH:24]=[C:23]([Cl:25])[CH:22]=[CH:21][C:19]=2[N:20]=1.O. Given the product [Cl:1][C:2]1[CH:7]=[C:6]([NH2:8])[CH:5]=[C:4]([NH:9][C:16]2[S:17][C:18]3[CH:24]=[C:23]([Cl:25])[CH:22]=[CH:21][C:19]=3[N:20]=2)[CH:3]=1, predict the reactants needed to synthesize it.